Dataset: TCR-epitope binding with 47,182 pairs between 192 epitopes and 23,139 TCRs. Task: Binary Classification. Given a T-cell receptor sequence (or CDR3 region) and an epitope sequence, predict whether binding occurs between them. The epitope is FLNGSCGSV. The TCR CDR3 sequence is CASSSPGIATDTQYF. Result: 1 (the TCR binds to the epitope).